This data is from TCR-epitope binding with 47,182 pairs between 192 epitopes and 23,139 TCRs. The task is: Binary Classification. Given a T-cell receptor sequence (or CDR3 region) and an epitope sequence, predict whether binding occurs between them. (1) The epitope is KLWAQCVQL. The TCR CDR3 sequence is CASLPRGQAFF. Result: 1 (the TCR binds to the epitope). (2) The epitope is GVAMPNLYK. The TCR CDR3 sequence is CASSLSNEQFF. Result: 1 (the TCR binds to the epitope). (3) The epitope is IPRRNVATL. The TCR CDR3 sequence is CASSLGGGNTEAFF. Result: 0 (the TCR does not bind to the epitope). (4) The epitope is RLRAEAQVK. The TCR CDR3 sequence is CASSLPAGRVSAGELFF. Result: 1 (the TCR binds to the epitope). (5) The epitope is LQPFPQPELPYPQPQ. The TCR CDR3 sequence is CASSLSSSPYEQYF. Result: 0 (the TCR does not bind to the epitope). (6) The epitope is AYILFTRFFYV. The TCR CDR3 sequence is CAWSSGAGRDEQFF. Result: 0 (the TCR does not bind to the epitope). (7) The TCR CDR3 sequence is CASSLGGGGAYEQYF. The epitope is GTSGSPIINR. Result: 1 (the TCR binds to the epitope). (8) The epitope is FLPRVFSAV. The TCR CDR3 sequence is CASSEWVGHETQYF. Result: 1 (the TCR binds to the epitope). (9) Result: 1 (the TCR binds to the epitope). The epitope is YFPLQSYGF. The TCR CDR3 sequence is CASSQDRVGLAGNEQFF. (10) The TCR CDR3 sequence is CASSLVVAGGPMSEQFF. The epitope is VLAWLYAAV. Result: 0 (the TCR does not bind to the epitope).